This data is from Full USPTO retrosynthesis dataset with 1.9M reactions from patents (1976-2016). The task is: Predict the reactants needed to synthesize the given product. Given the product [Cl:27][C:21]1[N:9]([C:6]2[CH:7]=[CH:8][C:3]([O:2][CH3:1])=[CH:4][CH:5]=2)[N:10]=[C:11]2[C:20]3[CH:19]=[CH:18][CH:17]=[CH:16][C:15]=3[N:14]=[CH:13][C:12]=12, predict the reactants needed to synthesize it. The reactants are: [CH3:1][O:2][C:3]1[CH:8]=[CH:7][C:6]([N:9]2[C:21](=O)[C:12]3=[CH:13][NH:14][C:15]4[CH:16]=[CH:17][CH:18]=[CH:19][C:20]=4[C:11]3=[N:10]2)=[CH:5][CH:4]=1.[OH-].[Na+].O=P(Cl)(Cl)[Cl:27].